This data is from Catalyst prediction with 721,799 reactions and 888 catalyst types from USPTO. The task is: Predict which catalyst facilitates the given reaction. Reactant: [S:1]1[CH:5]=[CH:4][C:3]([CH2:6][N:7]=[C:8]=[O:9])=[CH:2]1.[N+:10](=[C:12]1[N:16]=[CH:15][N:14]=[C:13]1[C:17]([NH2:19])=[O:18])=[N-:11]. Product: [O:9]=[C:8]1[N:7]([CH2:6][C:3]2[CH:4]=[CH:5][S:1][CH:2]=2)[N:11]=[N:10][C:12]2=[C:13]([C:17]([NH2:19])=[O:18])[N:14]=[CH:15][N:16]12. The catalyst class is: 16.